From a dataset of Forward reaction prediction with 1.9M reactions from USPTO patents (1976-2016). Predict the product of the given reaction. (1) Given the reactants [N+:1](/[CH:4]=[CH:5]/[C:6]1[CH:19]=[CH:18][C:9]([O:10][CH2:11][C:12]2[CH:17]=[CH:16][CH:15]=[CH:14][N:13]=2)=[CH:8][CH:7]=1)([O-:3])=[O:2].CS(C)=O.[BH4-].[Na+], predict the reaction product. The product is: [N+:1]([CH2:4][CH2:5][C:6]1[CH:19]=[CH:18][C:9]([O:10][CH2:11][C:12]2[CH:17]=[CH:16][CH:15]=[CH:14][N:13]=2)=[CH:8][CH:7]=1)([O-:3])=[O:2]. (2) Given the reactants Cl[C:2]1[C:7]([O:8][CH2:9][CH2:10][O:11][C:12]2[CH:17]=[CH:16][C:15]([Cl:18])=[CH:14][CH:13]=2)=[N:6][CH:5]=[CH:4][N:3]=1.[NH2:19][CH:20]1[CH2:24][CH2:23][NH:22][CH2:21]1, predict the reaction product. The product is: [NH2:19][CH:20]1[CH2:24][CH2:23][N:22]([C:2]2[C:7]([O:8][CH2:9][CH2:10][O:11][C:12]3[CH:17]=[CH:16][C:15]([Cl:18])=[CH:14][CH:13]=3)=[N:6][CH:5]=[CH:4][N:3]=2)[CH2:21]1. (3) The product is: [Cl:1][C:2]1[CH:3]=[C:4]2[C:10]([C:11]3[N:16]=[C:15]([NH:17][CH:18]4[CH2:23][CH2:22][CH2:21][C:20]([CH3:36])([OH:24])[CH2:19]4)[C:14]([F:25])=[CH:13][N:12]=3)=[CH:9][N:8]([S:26]([C:29]3[CH:34]=[CH:33][CH:32]=[CH:31][CH:30]=3)(=[O:28])=[O:27])[C:5]2=[N:6][CH:7]=1. Given the reactants [Cl:1][C:2]1[CH:3]=[C:4]2[C:10]([C:11]3[N:16]=[C:15]([NH:17][CH:18]4[CH2:23][CH2:22][CH2:21][C:20](=[O:24])[CH2:19]4)[C:14]([F:25])=[CH:13][N:12]=3)=[CH:9][N:8]([S:26]([C:29]3[CH:34]=[CH:33][C:32](C)=[CH:31][CH:30]=3)(=[O:28])=[O:27])[C:5]2=[N:6][CH:7]=1.[CH3:36][Mg]Br, predict the reaction product.